This data is from Forward reaction prediction with 1.9M reactions from USPTO patents (1976-2016). The task is: Predict the product of the given reaction. (1) The product is: [Cl:1][C:2]1[CH:3]=[CH:4][C:5]2[N:11]3[CH:12]=[CH:13][CH:14]=[C:10]3[C@@H:9]([CH2:15][CH2:16][N:17]3[CH:21]=[C:20]([C:22]([OH:24])=[O:23])[N:19]=[N:18]3)[O:8][C@H:7]([C:27]3[CH:32]=[CH:31][CH:30]=[C:29]([O:33][CH3:34])[C:28]=3[O:35][CH3:36])[C:6]=2[CH:37]=1. Given the reactants [Cl:1][C:2]1[CH:3]=[CH:4][C:5]2[N:11]3[CH:12]=[CH:13][CH:14]=[C:10]3[C@@H:9]([CH2:15][CH2:16][N:17]3[CH:21]=[C:20]([C:22]([O:24]CC)=[O:23])[N:19]=[N:18]3)[O:8][C@H:7]([C:27]3[CH:32]=[CH:31][CH:30]=[C:29]([O:33][CH3:34])[C:28]=3[O:35][CH3:36])[C:6]=2[CH:37]=1.C(=O)([O-])[O-].[K+].[K+], predict the reaction product. (2) Given the reactants C(OC(=O)[NH:7][C:8]1[CH:13]=[CH:12][C:11]([S:14][C:15]2[CH:20]=[CH:19][C:18]([C:21](=[O:30])[NH:22][C:23]3[CH:28]=[CH:27][CH:26]=[C:25]([Br:29])[CH:24]=3)=[CH:17][C:16]=2[NH:31][C:32]2[C:33]3[CH:41]=[CH:40][C:39]([CH3:42])=[N:38][C:34]=3[N:35]=[CH:36][N:37]=2)=[CH:10][CH:9]=1)(C)(C)C.[F:44][C:45]([F:50])([F:49])[C:46]([OH:48])=[O:47], predict the reaction product. The product is: [NH2:7][C:8]1[CH:13]=[CH:12][C:11]([S:14][C:15]2[CH:20]=[CH:19][C:18]([C:21]([NH:22][C:23]3[CH:28]=[CH:27][CH:26]=[C:25]([Br:29])[CH:24]=3)=[O:30])=[CH:17][C:16]=2[NH:31][C:32]2[C:33]3[CH:41]=[CH:40][C:39]([CH3:42])=[N:38][C:34]=3[N:35]=[CH:36][N:37]=2)=[CH:10][CH:9]=1.[F:44][C:45]([F:50])([F:49])[C:46]([OH:48])=[O:47]. (3) Given the reactants Br[C:2]1[CH:3]=[C:4]2[CH:10]=[CH:9][N:8]([CH:11]3[CH2:16][CH2:15][N:14]([C:17]4[N:22]=[CH:21][C:20]([CH2:23][CH3:24])=[CH:19][N:18]=4)[CH2:13][CH2:12]3)[C:5]2=[CH:6][N:7]=1.CC1(C)C(C)(C)OB([C:33]2[CH:38]=[CH:37][C:36]([S:39]([CH3:42])(=[O:41])=[O:40])=[CH:35][CH:34]=2)O1, predict the reaction product. The product is: [CH2:23]([C:20]1[CH:19]=[N:18][C:17]([N:14]2[CH2:15][CH2:16][CH:11]([N:8]3[C:5]4=[CH:6][N:7]=[C:2]([C:33]5[CH:38]=[CH:37][C:36]([S:39]([CH3:42])(=[O:41])=[O:40])=[CH:35][CH:34]=5)[CH:3]=[C:4]4[CH:10]=[CH:9]3)[CH2:12][CH2:13]2)=[N:22][CH:21]=1)[CH3:24]. (4) Given the reactants Cl[C:2]1[O:3][C:4]2[CH:10]=[CH:9][CH:8]=[CH:7][C:5]=2[N:6]=1.[N:11]12[CH2:19][CH2:18][CH:15]([CH2:16][CH2:17]1)[NH:14][CH2:13][CH2:12]2.CCN(C(C)C)C(C)C, predict the reaction product. The product is: [O:3]1[C:4]2[CH:10]=[CH:9][CH:8]=[CH:7][C:5]=2[N:6]=[C:2]1[N:14]1[CH:15]2[CH2:18][CH2:19][N:11]([CH2:17][CH2:16]2)[CH2:12][CH2:13]1. (5) Given the reactants Cl.[NH2:2][CH2:3][CH2:4][C:5]1[C:13]2[C:8](=[CH:9][CH:10]=[CH:11][CH:12]=2)[NH:7][CH:6]=1.CCO.[C:17]([O:21][CH2:22][CH3:23])(=[O:20])[CH:18]=O.N#N, predict the reaction product. The product is: [CH2:22]([O:21][C:17]([CH:18]1[C:6]2[NH:7][C:8]3[C:13](=[CH:12][CH:11]=[CH:10][CH:9]=3)[C:5]=2[CH2:4][CH2:3][NH:2]1)=[O:20])[CH3:23]. (6) Given the reactants Cl.NO.C([NH:7]C(C)C)(C)C.C(OC(=O)[NH:15][C:16](=S)[NH:17][C:18]1[CH:23]=[C:22]([Br:24])[CH:21]=[CH:20][N:19]=1)C.O, predict the reaction product. The product is: [Br:24][C:22]1[CH:21]=[CH:20][N:19]2[N:7]=[C:16]([NH2:15])[N:17]=[C:18]2[CH:23]=1. (7) Given the reactants N#N.O[CH2:4][C:5]1[O:9][C:8]([C:10](=[O:12])[CH3:11])=[CH:7][CH:6]=1.CCN(CC)CC.S([Cl:24])(C)(=O)=O, predict the reaction product. The product is: [Cl:24][CH2:4][C:5]1[O:9][C:8]([C:10](=[O:12])[CH3:11])=[CH:7][CH:6]=1. (8) Given the reactants [NH2:1][CH2:2][CH2:3][O:4][C:5]1[CH:22]=[C:21]([C:23]#[N:24])[CH:20]=[CH:19][C:6]=1[CH2:7][NH:8][C:9](=[O:18])[C:10]1[CH:15]=[CH:14][C:13]([F:16])=[C:12]([CH3:17])[CH:11]=1.[F:25][C:26]1[CH:34]=[CH:33][CH:32]=[CH:31][C:27]=1[C:28](Cl)=[O:29].N1C=CC=CC=1, predict the reaction product. The product is: [C:23]([C:21]1[CH:20]=[CH:19][C:6]([CH2:7][NH:8][C:9](=[O:18])[C:10]2[CH:15]=[CH:14][C:13]([F:16])=[C:12]([CH3:17])[CH:11]=2)=[C:5]([O:4][CH2:3][CH2:2][NH:1][C:28](=[O:29])[C:27]2[CH:31]=[CH:32][CH:33]=[CH:34][C:26]=2[F:25])[CH:22]=1)#[N:24].